This data is from Catalyst prediction with 721,799 reactions and 888 catalyst types from USPTO. The task is: Predict which catalyst facilitates the given reaction. (1) Product: [OH:2][CH2:1][CH:3]1[CH2:5][CH:4]1[C:6]([O:8][CH2:9][CH3:10])=[O:7]. Reactant: [CH:1]([CH:3]1[CH2:5][CH:4]1[C:6]([O:8][CH2:9][CH3:10])=[O:7])=[O:2].[BH4-].[Na+]. The catalyst class is: 8. (2) Reactant: [CH3:1][O:2][C:3]1[CH:8]=[C:7]([O:9][CH3:10])[CH:6]=[CH:5][C:4]=1[CH2:11][C:12]([NH:14][CH3:15])=[O:13].B(Br)(Br)Br.CO. Product: [OH:2][C:3]1[CH:8]=[C:7]([O:9][CH3:10])[CH:6]=[CH:5][C:4]=1[CH2:11][C:12]([NH:14][CH3:15])=[O:13].[OH:9][C:7]1[CH:6]=[CH:5][C:4]([CH2:11][C:12]([NH:14][CH3:15])=[O:13])=[C:3]([O:2][CH3:1])[CH:8]=1. The catalyst class is: 2. (3) Reactant: [F:1][C:2]([F:24])([F:23])[C:3]1[CH:18]=[C:17]([C:19]([F:22])([F:21])[F:20])[CH:16]=[CH:15][C:4]=1[CH2:5][O:6][C:7]1[CH:14]=[CH:13][C:10]([CH:11]=O)=[CH:9][CH:8]=1.[CH3:25][NH:26][C:27]1[CH2:31][S:30][C:29](=[O:32])[N:28]=1.CC(C)([O-])C.[K+].O. Product: [F:1][C:2]([F:23])([F:24])[C:3]1[CH:18]=[C:17]([C:19]([F:22])([F:21])[F:20])[CH:16]=[CH:15][C:4]=1[CH2:5][O:6][C:7]1[CH:14]=[CH:13][C:10](/[CH:11]=[C:31]2/[C:27]([NH:26][CH3:25])=[N:28][C:29](=[O:32])[S:30]/2)=[CH:9][CH:8]=1. The catalyst class is: 8. (4) Reactant: [CH3:1][C:2]1[N:3]=[CH:4][C:5]2[C:10]3[CH2:11][CH2:12][NH:13][CH2:14][C:9]=3[S:8][C:6]=2[N:7]=1.Cl[CH2:16][C:17]([N:19]1[CH2:24][CH2:23][N:22]([CH:25]2[CH2:28][CH2:27][CH2:26]2)[CH2:21][CH2:20]1)=[O:18].C([O-])([O-])=O.[K+].[K+].[Na+].[I-]. Product: [CH:25]1([N:22]2[CH2:23][CH2:24][N:19]([C:17](=[O:18])[CH2:16][N:13]3[CH2:12][CH2:11][C:10]4[C:5]5[CH:4]=[N:3][C:2]([CH3:1])=[N:7][C:6]=5[S:8][C:9]=4[CH2:14]3)[CH2:20][CH2:21]2)[CH2:28][CH2:27][CH2:26]1. The catalyst class is: 47. (5) Reactant: [NH2:1][C:2]1[CH:7]=[CH:6][C:5]([CH2:8][CH2:9][OH:10])=[CH:4][C:3]=1[N+:11]([O-])=O. Product: [NH2:11][C:3]1[CH:4]=[C:5]([CH2:8][CH2:9][OH:10])[CH:6]=[CH:7][C:2]=1[NH2:1]. The catalyst class is: 183. (6) Reactant: [C:1]([C:3]1[C:8]([F:9])=[CH:7][CH:6]=[C:5]([F:10])[C:4]=1[N:11]=[CH:12][N:13](C)C)#[N:2].Cl.[CH3:17][C:18]1[CH:19]=[C:20]([CH:24]=[CH:25][C:26]=1[O:27][CH3:28])[CH2:21][CH2:22]N.C(O)C. Product: [F:9][C:8]1[CH:7]=[CH:6][C:5]([F:10])=[C:4]2[C:3]=1[C:1]([NH:2][CH2:22][CH2:21][C:20]1[CH:24]=[CH:25][C:26]([O:27][CH3:28])=[C:18]([CH3:17])[CH:19]=1)=[N:13][CH:12]=[N:11]2. The catalyst class is: 15.